From a dataset of CYP2C9 inhibition data for predicting drug metabolism from PubChem BioAssay. Regression/Classification. Given a drug SMILES string, predict its absorption, distribution, metabolism, or excretion properties. Task type varies by dataset: regression for continuous measurements (e.g., permeability, clearance, half-life) or binary classification for categorical outcomes (e.g., BBB penetration, CYP inhibition). Dataset: cyp2c9_veith. (1) The drug is CC1(C)O[C@@H]2C[C@H]3[C@H]4C[C@H](F)C5=CC(=O)C=C[C@@]5(C)[C@@H]4[C@H](O)C[C@]3(C)[C@]2(C(=O)CO)O1. The result is 0 (non-inhibitor). (2) The compound is O=C(CSc1nc2ccccc2s1)NNC(=S)Nc1ccc(Br)cc1. The result is 1 (inhibitor). (3) The compound is Cc1cc(C)c(C#N)c(Oc2ccccc2)n1. The result is 0 (non-inhibitor).